This data is from Catalyst prediction with 721,799 reactions and 888 catalyst types from USPTO. The task is: Predict which catalyst facilitates the given reaction. (1) Reactant: Cl.[N+:2]([C:5]1[CH:10]=[CH:9][C:8]([CH2:11][NH2:12])=[CH:7][CH:6]=1)([O-:4])=[O:3].N1C=CC=CC=1.[C:19](OC(=O)C)(=[O:21])[CH3:20]. Product: [N+:2]([C:5]1[CH:6]=[CH:7][C:8]([CH2:11][NH:12][C:19](=[O:21])[CH3:20])=[CH:9][CH:10]=1)([O-:4])=[O:3]. The catalyst class is: 2. (2) Reactant: [F:1][C:2]1[CH:3]=[C:4]([C:9](=O)[CH3:10])[CH:5]=[C:6]([F:8])[CH:7]=1.[C-:12]#[N:13].[Na+].[C:15](=[O:18])([O-])[O-].[NH4+:19].[NH4+].[OH2:21]. Product: [F:1][C:2]1[CH:3]=[C:4]([C:9]2([CH3:10])[NH:19][C:12](=[O:21])[NH:13][C:15]2=[O:18])[CH:5]=[C:6]([F:8])[CH:7]=1. The catalyst class is: 14.